Dataset: Full USPTO retrosynthesis dataset with 1.9M reactions from patents (1976-2016). Task: Predict the reactants needed to synthesize the given product. (1) Given the product [C:7]1([C:13]2[CH:18]=[CH:17][N:16]=[C:15]([CH2:19][NH:21][CH2:22][CH2:23][CH3:24])[CH:14]=2)[CH:8]=[CH:9][CH:10]=[CH:11][CH:12]=1, predict the reactants needed to synthesize it. The reactants are: [H-].[Al+3].[Li+].[H-].[H-].[H-].[C:7]1([C:13]2[CH:18]=[CH:17][N:16]=[C:15]([C:19]([NH:21][CH2:22][CH2:23][CH3:24])=O)[CH:14]=2)[CH:12]=[CH:11][CH:10]=[CH:9][CH:8]=1.[OH-].[Na+]. (2) Given the product [N:1]1[CH:6]=[CH:5][CH:4]=[CH:3][C:2]=1[CH:7]1[CH2:12][CH2:11][N:10]([C:13]([O:15][C:16]([CH3:19])([CH3:18])[CH3:17])=[O:14])[CH2:9][CH2:8]1, predict the reactants needed to synthesize it. The reactants are: [N:1]1[CH:6]=[CH:5][CH:4]=[CH:3][C:2]=1[C:7]1[CH2:12][CH2:11][N:10]([C:13]([O:15][C:16]([CH3:19])([CH3:18])[CH3:17])=[O:14])[CH2:9][CH:8]=1.